This data is from Peptide-MHC class II binding affinity with 134,281 pairs from IEDB. The task is: Regression. Given a peptide amino acid sequence and an MHC pseudo amino acid sequence, predict their binding affinity value. This is MHC class II binding data. (1) The MHC is HLA-DQA10102-DQB10602 with pseudo-sequence HLA-DQA10102-DQB10602. The binding affinity (normalized) is 0.744. The peptide sequence is AAATAQTTVYGAFAA. (2) The peptide sequence is YDNFLANVSTVLTGK. The MHC is DRB1_1001 with pseudo-sequence DRB1_1001. The binding affinity (normalized) is 0.654. (3) The peptide sequence is QDPKNVYQRGTHPFS. The MHC is HLA-DQA10201-DQB10303 with pseudo-sequence HLA-DQA10201-DQB10303. The binding affinity (normalized) is 0.315. (4) The binding affinity (normalized) is 0.789. The MHC is DRB1_0401 with pseudo-sequence DRB1_0401. The peptide sequence is PTIDVKMMNMEAANL. (5) The peptide sequence is YRIAARPGAVTRRAA. The MHC is HLA-DQA10102-DQB10602 with pseudo-sequence HLA-DQA10102-DQB10602. The binding affinity (normalized) is 0.598. (6) The peptide sequence is NRVWNSFQIEEFGTGE. The MHC is DRB1_1301 with pseudo-sequence DRB1_1301. The binding affinity (normalized) is 0. (7) The MHC is DRB1_0405 with pseudo-sequence DRB1_0405. The peptide sequence is WIILGLNKIVRMYSPISI. The binding affinity (normalized) is 0.898.